This data is from Catalyst prediction with 721,799 reactions and 888 catalyst types from USPTO. The task is: Predict which catalyst facilitates the given reaction. (1) Reactant: C(=O)([O-])[O-].[K+].[K+].[CH2:7]([C:9](C)=O)[CH3:8].[C:12]1([CH3:19])[CH:17]=[CH:16][CH:15]=[C:14]([SH:18])[CH:13]=1.C(Br)C#C. The catalyst class is: 6. Product: [CH3:19][C:12]1[CH:13]=[C:14]([S:18][CH2:9][C:7]#[CH:8])[CH:15]=[CH:16][CH:17]=1. (2) Reactant: [Cl:1][C:2]1[CH:3]=[C:4]([N:8]2[N:12]=[N:11][C:10]([C@@H:13]3[N:17]4[C:18](=O)[CH2:19][NH:20][C:21](=O)[C@@H:16]4[CH2:15][CH2:14]3)=[N:9]2)[CH:5]=[CH:6][CH:7]=1.[H-].[H-].[H-].[H-].[Li+].[Al+3]. Product: [Cl:1][C:2]1[CH:3]=[C:4]([N:8]2[N:12]=[N:11][C:10]([C@@H:13]3[N:17]4[CH2:18][CH2:19][NH:20][CH2:21][C@@H:16]4[CH2:15][CH2:14]3)=[N:9]2)[CH:5]=[CH:6][CH:7]=1. The catalyst class is: 1. (3) Reactant: [Na].Cl.C([O:5][C:6]([CH:8]1[CH2:13][CH2:12][N:11]([CH2:14][C:15]2[CH:20]=[CH:19][CH:18]=[CH:17][CH:16]=2)[CH2:10][C:9]1=O)=O)C.C(O)(=O)C.[CH:26]([NH2:28])=[NH:27]. Product: [CH2:14]([N:11]1[CH2:12][CH2:13][C:8]2[C:6](=[O:5])[NH:28][CH:26]=[N:27][C:9]=2[CH2:10]1)[C:15]1[CH:20]=[CH:19][CH:18]=[CH:17][CH:16]=1. The catalyst class is: 8. (4) Reactant: [F:1][CH:2]([F:32])[C:3]1[N:7]([C:8]2[N:13]=[C:12]([N:14]3[CH2:19][CH2:18][O:17][CH2:16][CH2:15]3)[N:11]=[C:10]([NH:20][CH2:21][CH:22]3[CH2:27][CH2:26][NH:25][CH2:24][CH2:23]3)[N:9]=2)[C:6]2[CH:28]=[CH:29][CH:30]=[CH:31][C:5]=2[N:4]=1.N1C=CC=CC=1.[C:39](OC(=O)C)(=[O:41])[CH3:40]. Product: [C:39]([N:25]1[CH2:24][CH2:23][CH:22]([CH2:21][NH:20][C:10]2[N:9]=[C:8]([N:7]3[C:6]4[CH:28]=[CH:29][CH:30]=[CH:31][C:5]=4[N:4]=[C:3]3[CH:2]([F:1])[F:32])[N:13]=[C:12]([N:14]3[CH2:19][CH2:18][O:17][CH2:16][CH2:15]3)[N:11]=2)[CH2:27][CH2:26]1)(=[O:41])[CH3:40]. The catalyst class is: 11. (5) Reactant: Cl[C:2]1[N:3]=[C:4]([NH:18][CH3:19])[C:5]2[CH2:10][CH2:9][CH:8]([C:11]3[CH:16]=[CH:15][C:14]([F:17])=[CH:13][CH:12]=3)[C:6]=2[N:7]=1.[Cl:20][C:21]1[N:22]=[CH:23][N:24]([C:26]2[CH:32]=[CH:31][C:29]([NH2:30])=[CH:28][C:27]=2[O:33][CH3:34])[CH:25]=1. Product: [Cl:20][C:21]1[N:22]=[CH:23][N:24]([C:26]2[CH:32]=[CH:31][C:29]([NH:30][C:2]3[N:3]=[C:4]([NH:18][CH3:19])[C:5]4[CH2:10][CH2:9][CH:8]([C:11]5[CH:16]=[CH:15][C:14]([F:17])=[CH:13][CH:12]=5)[C:6]=4[N:7]=3)=[CH:28][C:27]=2[O:33][CH3:34])[CH:25]=1. The catalyst class is: 559.